This data is from Catalyst prediction with 721,799 reactions and 888 catalyst types from USPTO. The task is: Predict which catalyst facilitates the given reaction. (1) Reactant: [Cl:1][C:2]1[CH:3]=[C:4]([CH2:12][O:13][C:14]2[C:19]([F:20])=[CH:18][C:17]([CH2:21][CH2:22][C:23](O)=[O:24])=[CH:16][C:15]=2[F:26])[C:5]2[S:9][C:8]([CH3:10])=[CH:7][C:6]=2[CH:11]=1.[H-].[H-].[H-].[H-].[Li+].[Al+3]. Product: [Cl:1][C:2]1[CH:3]=[C:4]([CH2:12][O:13][C:14]2[C:15]([F:26])=[CH:16][C:17]([CH2:21][CH2:22][CH2:23][OH:24])=[CH:18][C:19]=2[F:20])[C:5]2[S:9][C:8]([CH3:10])=[CH:7][C:6]=2[CH:11]=1. The catalyst class is: 7. (2) Reactant: [C:1]([O:5][C:6](=[O:21])[CH2:7][N:8]1[C:16]2[C:11](=[CH:12][C:13]([OH:17])=[CH:14][CH:15]=2)[C:10]([C:18](=[O:20])[NH2:19])=[CH:9]1)([CH3:4])([CH3:3])[CH3:2].[C:22]([O-])([O-])=O.[Cs+].[Cs+].CI. Product: [C:1]([O:5][C:6](=[O:21])[CH2:7][N:8]1[C:16]2[C:11](=[CH:12][C:13]([O:17][CH3:22])=[CH:14][CH:15]=2)[C:10]([C:18](=[O:20])[NH2:19])=[CH:9]1)([CH3:4])([CH3:2])[CH3:3]. The catalyst class is: 16. (3) Reactant: C[Si](C)(C)CCOC[O:7][CH2:8][C:9]1[N:10]=[C:11]([C:14]2O[C:17]([C:19]([OH:22])([CH3:21])[CH3:20])=[N:16][N:15]=2)[S:12][CH:13]=1.[CH2:25]([NH2:34])[C:26]1[CH:33]=[CH:32][C:29]([O:30][CH3:31])=[CH:28][CH:27]=1. Product: [OH:7][CH2:8][C:9]1[N:10]=[C:11]([C:14]2[N:34]([CH2:25][C:26]3[CH:33]=[CH:32][C:29]([O:30][CH3:31])=[CH:28][CH:27]=3)[C:17]([C:19]([OH:22])([CH3:20])[CH3:21])=[N:16][N:15]=2)[S:12][CH:13]=1. The catalyst class is: 11. (4) Reactant: [F:1][CH:2]([CH2:28][CH3:29])[CH2:3][N:4]1[CH2:9][CH2:8][CH:7]([CH2:10][O:11][C:12]2[CH:17]=[CH:16][C:15]([C:18]3[CH:23]=[CH:22][C:21]([C:24]([O:26]C)=[O:25])=[CH:20][CH:19]=3)=[CH:14][CH:13]=2)[CH2:6][CH2:5]1.CO.O.O[Li].O. Product: [F:1][CH:2]([CH2:28][CH3:29])[CH2:3][N:4]1[CH2:9][CH2:8][CH:7]([CH2:10][O:11][C:12]2[CH:17]=[CH:16][C:15]([C:18]3[CH:19]=[CH:20][C:21]([C:24]([OH:26])=[O:25])=[CH:22][CH:23]=3)=[CH:14][CH:13]=2)[CH2:6][CH2:5]1. The catalyst class is: 1. (5) Reactant: [Br:1]N1C(=O)CCC1=O.[CH2:9]([O:11][C:12]1[C:13]([OH:20])=[C:14]([CH:17]=[CH:18][CH:19]=1)[CH:15]=[O:16])[CH3:10]. Product: [Br:1][C:18]1[CH:19]=[C:12]([O:11][CH2:9][CH3:10])[C:13]([OH:20])=[C:14]([CH:17]=1)[CH:15]=[O:16]. The catalyst class is: 10. (6) Reactant: C(N1C=CN=C1)(N1C=CN=C1)=O.[OH:13][C:14]1[CH:22]=[CH:21][C:17]([C:18]([OH:20])=O)=[CH:16][CH:15]=1.[Cl:23][C:24]1[C:29]([Cl:30])=[CH:28][CH:27]=[CH:26][C:25]=1[N:31]1[CH2:36][CH2:35][N:34]([CH2:37][CH:38]=[CH:39][CH2:40][NH2:41])[CH2:33][CH2:32]1. Product: [Cl:23][C:24]1[C:29]([Cl:30])=[CH:28][CH:27]=[CH:26][C:25]=1[N:31]1[CH2:32][CH2:33][N:34]([CH2:37][CH:38]=[CH:39][CH2:40][NH:41][C:18](=[O:20])[C:17]2[CH:16]=[CH:15][C:14]([OH:13])=[CH:22][CH:21]=2)[CH2:35][CH2:36]1. The catalyst class is: 17. (7) Reactant: [CH3:1][O:2][C:3]1[CH:4]=[C:5]2[C:10](=[CH:11][C:12]=1[O:13][CH3:14])[N:9]=[CH:8][N:7]=[C:6]2[O:15][C:16]1[CH:22]=[CH:21][C:19]([NH2:20])=[CH:18][CH:17]=1.[C:23]1(C)C=CC=CC=1.C(N(CC)CC)C.ClC(Cl)(O[C:41](=[O:47])[O:42][C:43](Cl)(Cl)Cl)Cl.[F:49][C:50]([F:62])([F:61])[O:51][C:52]1[CH:60]=[CH:59][C:55](C(O)C)=[CH:54][CH:53]=1. Product: [CH3:1][O:2][C:3]1[CH:4]=[C:5]2[C:10](=[CH:11][C:12]=1[O:13][CH3:14])[N:9]=[CH:8][N:7]=[C:6]2[O:15][C:16]1[CH:22]=[CH:21][C:19]([NH:20][C:41](=[O:47])[O:42][CH:43]([C:59]2[CH:55]=[CH:54][CH:53]=[C:52]([O:51][C:50]([F:49])([F:61])[F:62])[CH:60]=2)[CH3:23])=[CH:18][CH:17]=1. The catalyst class is: 2. (8) Reactant: I[C:2]1[CH:23]=[CH:22][C:5]2[NH:6][C:7]([C@@H:9]3[CH2:13][C@H:12]([CH3:14])[CH2:11][N:10]3[C:15]([O:17][C:18]([CH3:21])([CH3:20])[CH3:19])=[O:16])=[N:8][C:4]=2[CH:3]=1.[C:24]([C:26]1[CH:31]=[CH:30][C:29]([C:32]2[N:33]=[C:34]([C@@H:37]3[CH2:41][C@H:40]([CH3:42])[CH2:39][N:38]3[C:43]([O:45][C:46]([CH3:49])([CH3:48])[CH3:47])=[O:44])[NH:35][CH:36]=2)=[CH:28][CH:27]=1)#[CH:25].C(Cl)Cl. Product: [C:18]([O:17][C:15]([N:10]1[CH2:11][C@@H:12]([CH3:14])[CH2:13][C@H:9]1[C:7]1[NH:6][C:5]2[CH:22]=[CH:23][C:2]([C:25]#[C:24][C:26]3[CH:31]=[CH:30][C:29]([C:32]4[N:33]=[C:34]([C@@H:37]5[CH2:41][C@H:40]([CH3:42])[CH2:39][N:38]5[C:43]([O:45][C:46]([CH3:47])([CH3:49])[CH3:48])=[O:44])[NH:35][CH:36]=4)=[CH:28][CH:27]=3)=[CH:3][C:4]=2[N:8]=1)=[O:16])([CH3:21])([CH3:20])[CH3:19]. The catalyst class is: 122. (9) Reactant: [CH3:1][O:2][C:3](=[O:17])[C@@H:4]1[CH2:8][C@H:7](O)[CH2:6][N:5]1[C:10]([O:12][C:13]([CH3:16])([CH3:15])[CH3:14])=[O:11].C(N(CC)CC)C.[C:25]1([CH3:35])[CH:30]=[CH:29][C:28]([S:31](Cl)(=[O:33])=[O:32])=[CH:27][CH:26]=1.Cl. Product: [CH3:1][O:2][C:3]([C@@H:4]1[CH2:8][C@H:7]([S:31]([C:28]2[CH:29]=[CH:30][C:25]([CH3:35])=[CH:26][CH:27]=2)(=[O:33])=[O:32])[CH2:6][N:5]1[C:10]([O:12][C:13]([CH3:16])([CH3:15])[CH3:14])=[O:11])=[O:17]. The catalyst class is: 154. (10) The catalyst class is: 68. Reactant: C(OC([N:8]1[CH2:13][CH2:12][CH2:11][CH:10]([NH:14][CH:15]2[CH2:20][CH2:19][N:18]([C:21](=[O:23])[CH3:22])[CH2:17][CH2:16]2)[CH:9]1[CH2:24][C:25]1[CH:30]=[CH:29][CH:28]=[CH:27][CH:26]=1)=O)(C)(C)C.FC(F)(F)C(O)=O. Product: [CH2:24]([CH:9]1[CH:10]([NH:14][CH:15]2[CH2:16][CH2:17][N:18]([C:21](=[O:23])[CH3:22])[CH2:19][CH2:20]2)[CH2:11][CH2:12][CH2:13][NH:8]1)[C:25]1[CH:30]=[CH:29][CH:28]=[CH:27][CH:26]=1.